Dataset: Full USPTO retrosynthesis dataset with 1.9M reactions from patents (1976-2016). Task: Predict the reactants needed to synthesize the given product. (1) Given the product [Cl:25][C:26]1[CH:27]=[CH:28][C:29]([S:32][C:33]2[C:41]3[C:36](=[CH:37][CH:38]=[CH:39][C:40]=3[CH3:42])[NH:35][C:34]=2[C:43]([O:45][CH2:19][C:15]2[CH:16]=[CH:17][CH:18]=[CH:13][CH:14]=2)=[O:44])=[CH:30][CH:31]=1, predict the reactants needed to synthesize it. The reactants are: ClC1C=C(SC2[C:18]3[C:13](=[CH:14][C:15]([CH3:19])=[CH:16][CH:17]=3)NC=2CCC(N)=O)C=C(Cl)C=1.[Cl:25][C:26]1[CH:31]=[CH:30][C:29]([S:32][C:33]2[C:41]3[C:36](=[CH:37][CH:38]=[CH:39][C:40]=3[CH3:42])[NH:35][C:34]=2[C:43]([OH:45])=[O:44])=[CH:28][CH:27]=1.C(Cl)(=O)C(Cl)=O.C(O)C1C=CC=CC=1.N1C=CC=CC=1. (2) Given the product [NH2:10][C:11]1[C:19]([C:20]([NH:22][C@H:23]([C:25]2[N:34]([C:35]3[CH:36]=[CH:37][CH:38]=[CH:39][CH:40]=3)[C:33](=[O:41])[C:32]3[C:27](=[CH:28][CH:29]=[CH:30][C:31]=3[C:2]#[C:1][C:3]3[CH:4]=[N:5][N:6]([CH3:9])[C:7]=3[CH3:8])[N:26]=2)[CH3:24])=[O:21])=[C:14]2[N:15]=[CH:16][CH:17]=[CH:18][N:13]2[N:12]=1, predict the reactants needed to synthesize it. The reactants are: [C:1]([C:3]1[CH:4]=[N:5][N:6]([CH3:9])[C:7]=1[CH3:8])#[CH:2].[NH2:10][C:11]1[C:19]([C:20]([NH:22][C@H:23]([C:25]2[N:34]([C:35]3[CH:40]=[CH:39][CH:38]=[CH:37][CH:36]=3)[C:33](=[O:41])[C:32]3[C:27](=[CH:28][CH:29]=[CH:30][C:31]=3Cl)[N:26]=2)[CH3:24])=[O:21])=[C:14]2[N:15]=[CH:16][CH:17]=[CH:18][N:13]2[N:12]=1.C(=O)([O-])[O-].[Cs+].[Cs+].CC(C1C=C(C(C)C)C(C2C=CC=CC=2P(C2CCCCC2)C2CCCCC2)=C(C(C)C)C=1)C.